This data is from Retrosynthesis with 50K atom-mapped reactions and 10 reaction types from USPTO. The task is: Predict the reactants needed to synthesize the given product. (1) Given the product Cn1cncc1CC(O)c1nccs1, predict the reactants needed to synthesize it. The reactants are: Cn1cncc1CC(=O)c1nccs1. (2) The reactants are: CC(=O)CCCCBr.O=[N+]([O-])c1cn[nH]c1. Given the product CC(=O)CCCCn1cc([N+](=O)[O-])cn1, predict the reactants needed to synthesize it. (3) The reactants are: BrCC1CC1.CC(C)N1CCC(Oc2cnc3[nH]c(C(=O)N4CCC(F)(F)CC4)cc3c2)CC1. Given the product CC(C)N1CCC(Oc2cnc3c(c2)cc(C(=O)N2CCC(F)(F)CC2)n3CC2CC2)CC1, predict the reactants needed to synthesize it.